Task: Predict the reaction yield, written as a fraction of the theoretical maximum amount of product (1.0 means a 100% yield; for example, 0.34 means a 34% yield).. Dataset: Reaction yield outcomes from USPTO patents with 853,638 reactions (1) The reactants are [CH3:1][C:2]([CH:4]=[CH:5][C:6]1[CH:11]=[CH:10][CH:9]=[CH:8][CH:7]=1)=[O:3].C1CNC(=O)C1.[Br:18][Br-]Br. The catalyst is C1COCC1. The product is [CH:4]([C:2]([CH2:1][Br:18])=[O:3])=[CH:5][C:6]1[CH:11]=[CH:10][CH:9]=[CH:8][CH:7]=1. The yield is 0.770. (2) The reactants are [C:1]([O:9][C@H:10]1[C@@H:15]([O:16][C:17](=[O:24])[C:18]2[CH:23]=[CH:22][CH:21]=[CH:20][CH:19]=2)[C@H:14]2[CH2:25][C@@H:11]1[C:12](=[O:33])[N:13]2[C:26]([O:28][C:29]([CH3:32])([CH3:31])[CH3:30])=[O:27])(=[O:8])[C:2]1[CH:7]=[CH:6][CH:5]=[CH:4][CH:3]=1.[BH4-].[Na+]. The catalyst is CO. The product is [C:1]([O:9][C@@H:10]1[C@@H:11]([CH2:12][OH:33])[CH2:25][C@@H:14]([NH:13][C:26]([O:28][C:29]([CH3:32])([CH3:31])[CH3:30])=[O:27])[C@@H:15]1[O:16][C:17](=[O:24])[C:18]1[CH:19]=[CH:20][CH:21]=[CH:22][CH:23]=1)(=[O:8])[C:2]1[CH:3]=[CH:4][CH:5]=[CH:6][CH:7]=1. The yield is 0.800. (3) The reactants are [CH:1]1[C:15](=[O:16])[N:14]=[C:13]2[N:3]([C@@H:4]3[O:8][C@H:7]([CH2:9][OH:10])[C@@H:6]([OH:11])[C@@H:5]3[O:12]2)[CH:2]=1.C1C=CN=CC=1.[FH:23]. The catalyst is O1CCOCC1. The product is [F:23][C@@H:5]1[C@H:6]([OH:11])[C@@H:7]([CH2:9][OH:10])[O:8][C@H:4]1[N:3]1[CH:2]=[CH:1][C:15](=[O:16])[NH:14][C:13]1=[O:12]. The yield is 0.750.